This data is from Reaction yield outcomes from USPTO patents with 853,638 reactions. The task is: Predict the reaction yield, written as a fraction of the theoretical maximum amount of product (1.0 means a 100% yield; for example, 0.34 means a 34% yield). The reactants are [CH3:1][S:2]([N:5]1[CH2:10][CH2:9][N:8](C(OC(C)(C)C)=O)[CH2:7][CH2:6]1)(=[O:4])=[O:3].C(O)(C(F)(F)F)=O.CCOCC. The catalyst is C(Cl)Cl. The product is [CH3:1][S:2]([N:5]1[CH2:10][CH2:9][NH:8][CH2:7][CH2:6]1)(=[O:4])=[O:3]. The yield is 0.640.